Dataset: Peptide-MHC class I binding affinity with 185,985 pairs from IEDB/IMGT. Task: Regression. Given a peptide amino acid sequence and an MHC pseudo amino acid sequence, predict their binding affinity value. This is MHC class I binding data. (1) The peptide sequence is IMAVGIVSIL. The MHC is HLA-B08:01 with pseudo-sequence HLA-B08:01. The binding affinity (normalized) is 0.523. (2) The peptide sequence is TAFTIPST. The MHC is HLA-B18:01 with pseudo-sequence HLA-B18:01. The binding affinity (normalized) is 0. (3) The peptide sequence is LRAEDTAVYY. The MHC is HLA-A29:02 with pseudo-sequence HLA-A29:02. The binding affinity (normalized) is 0.297. (4) The peptide sequence is IEGRDRTMAWT. The MHC is HLA-B44:02 with pseudo-sequence HLA-B44:02. The binding affinity (normalized) is 0.00308.